From a dataset of Reaction yield outcomes from USPTO patents with 853,638 reactions. Predict the reaction yield, written as a fraction of the theoretical maximum amount of product (1.0 means a 100% yield; for example, 0.34 means a 34% yield). (1) The reactants are FC(F)(F)S(O[C:7]1[CH:12]=[CH:11][C:10]([C@@H:13]([C:20]#[C:21][CH3:22])[CH2:14][C:15]([O:17][CH2:18][CH3:19])=[O:16])=[CH:9][CH:8]=1)(=O)=O.C[CH:26]([O:28]C1C=CC=C(OC(C)C)C=1C1C(P(C2CCCCC2)C2CCCCC2)=CC=CC=1)C.C([O-])([O-])=O.[Na+].[Na+].C(OC[B-](F)(F)F)(=O)C.[K+]. The catalyst is O1CCOCC1.C1C=CC(/C=C/C(/C=C/C2C=CC=CC=2)=O)=CC=1.C1C=CC(/C=C/C(/C=C/C2C=CC=CC=2)=O)=CC=1.C1C=CC(/C=C/C(/C=C/C2C=CC=CC=2)=O)=CC=1.[Pd].[Pd].O. The product is [OH:28][CH2:26][C:7]1[CH:12]=[CH:11][C:10]([C@@H:13]([C:20]#[C:21][CH3:22])[CH2:14][C:15]([O:17][CH2:18][CH3:19])=[O:16])=[CH:9][CH:8]=1. The yield is 0.460. (2) The yield is 0.500. The catalyst is C(#N)C.C(OCC)(=O)C.ClCCl. The product is [IH:19].[C:2]([C:3]1[S:15][C:16](=[NH:17])[N:14]([CH2:13][C@H:9]2[CH2:10][CH2:11][CH2:12][O:8]2)[CH:4]=1)([CH3:7])([CH3:6])[CH3:1]. The reactants are [CH3:1][C:2]([CH3:7])([CH3:6])[CH2:3][CH:4]=O.[O:8]1[CH2:12][CH2:11][CH2:10][C@@H:9]1[CH2:13][NH2:14].[S-:15][C:16]#[N:17].[K+].[I:19]I.S(S([O-])=O)([O-])(=O)=O.[Na+].[Na+]. (3) The reactants are [N+:1]([O-:4])(O)=[O:2].C[O:6][C:7](=[O:16])[C:8]1[CH:13]=[CH:12][C:11]([OH:14])=[C:10]([CH3:15])[CH:9]=1. The catalyst is C(OCC)C. The product is [OH:14][C:11]1[C:12]([N+:1]([O-:4])=[O:2])=[CH:13][C:8]([C:7]([OH:16])=[O:6])=[CH:9][C:10]=1[CH3:15]. The yield is 0.990. (4) The reactants are Br[C:2]1[C:3]([O:12][CH3:13])=[C:4]2[C:8]([N:9](Br)[CH:10]=1)=[N:7][CH:6]=[CH:5]2.NN. The catalyst is CCO.[Pd]. The product is [CH3:13][O:12][C:3]1[CH:2]=[CH:10][N:9]=[C:8]2[C:4]=1[CH:5]=[CH:6][NH:7]2. The yield is 0.880. (5) The reactants are [Br:1][C:2]1[CH:3]=[C:4]2[C:9](=[CH:10][CH:11]=1)[NH:8][CH:7]([C:12](OC)=[O:13])[CH2:6][CH2:5]2.[Li+].[BH4-]. The catalyst is C1COCC1.O. The product is [Br:1][C:2]1[CH:3]=[C:4]2[C:9](=[CH:10][CH:11]=1)[NH:8][CH:7]([CH2:12][OH:13])[CH2:6][CH2:5]2. The yield is 0.851. (6) The yield is 0.150. The reactants are [CH2:1]([Li])[CH2:2][CH2:3][CH3:4].[Cl-].[Cl-].[C:8]1([CH3:15])[C:9]([CH3:14])=[CH:10][CH:11]=[CH:12][CH:13]=1.C([N-][CH:20]([CH3:22])[CH3:21])(C)C.[Li+].C(N[CH:28]([CH3:30])[CH3:29])(C)C.Cl.O1CC[CH2:34][CH2:33]1. The product is [CH2:1]1[C:29]2[C:4](=[CH:33][CH:34]=[CH:30][CH:28]=2)[CH:3]=[C:2]1[CH2:22][CH2:20][C:21]1[CH2:15][C:8]2[C:9]([CH:14]=1)=[CH:10][CH:11]=[CH:12][CH:13]=2. The catalyst is CCCCCC. (7) The reactants are C([SiH](CC)CC)C.[CH3:8][O:9][C:10]([CH:12]1[C:21](=O)[C:20]2[C:15](=[CH:16][C:17]([O:23][CH3:24])=[CH:18][CH:19]=2)[CH2:14][S:13]1)=[O:11]. The catalyst is FC(F)(F)C(O)=O. The product is [CH3:8][O:9][C:10]([CH:12]1[CH2:21][C:20]2[C:15](=[CH:16][C:17]([O:23][CH3:24])=[CH:18][CH:19]=2)[CH2:14][S:13]1)=[O:11]. The yield is 0.700. (8) The reactants are [CH3:1][CH:2]([OH:14])[CH2:3][CH2:4][CH2:5][CH2:6][CH2:7][CH2:8][CH2:9][CH2:10][CH2:11][CH2:12][CH3:13].C(N(CC)CC)C.[Br:22][C:23](C)([CH3:27])[C:24](Br)=[O:25]. The catalyst is C1(C)C=CC=CC=1. The product is [Br:22][CH:23]([CH3:27])[C:24]([O:14][CH:2]([CH2:3][CH2:4][CH2:5][CH2:6][CH2:7][CH2:8][CH2:9][CH2:10][CH2:11][CH2:12][CH3:13])[CH3:1])=[O:25]. The yield is 0.960.